The task is: Predict the reaction yield, written as a fraction of the theoretical maximum amount of product (1.0 means a 100% yield; for example, 0.34 means a 34% yield).. This data is from Reaction yield outcomes from USPTO patents with 853,638 reactions. (1) The reactants are CCCP(O)(O)=O.Cl.[Cl:9][C:10]1[CH:15]=[C:14]([CH3:16])[C:13]([CH:17]2[CH2:22][CH2:21][CH2:20][NH:19][CH2:18]2)=[C:12]([CH3:23])[CH:11]=1.C(N(CC)CC)C.[CH3:31][N:32]([CH3:42])[C:33]1[CH:34]=[C:35]([CH:39]=[CH:40][N:41]=1)[C:36](O)=[O:37]. The catalyst is C(Cl)Cl. The product is [Cl:9][C:10]1[CH:15]=[C:14]([CH3:16])[C:13]([CH:17]2[CH2:22][CH2:21][CH2:20][N:19]([C:36]([C:35]3[CH:39]=[CH:40][N:41]=[C:33]([N:32]([CH3:42])[CH3:31])[CH:34]=3)=[O:37])[CH2:18]2)=[C:12]([CH3:23])[CH:11]=1. The yield is 0.280. (2) The yield is 0.680. The product is [F:1][C:2]1[CH:3]=[CH:4][C:5]2[N:6]([C:10]([C@@H:12]3[CH2:16][CH2:15][CH2:14][N:13]3[CH:17]([CH3:19])[CH3:18])=[N:9][N:8]=2)[CH:7]=1. The catalyst is C1COCC1. The reactants are [F:1][C:2]1[CH:3]=[CH:4][C:5]([NH:8][NH:9][C:10]([C@@H:12]2[CH2:16][CH2:15][CH2:14][N:13]2[CH:17]([CH3:19])[CH3:18])=O)=[N:6][CH:7]=1.C1C=CC(P(C2C=CC=CC=2)C2C=CC=CC=2)=CC=1.CCN(CC)CC.ClC(Cl)(Cl)C(Cl)(Cl)Cl.